Dataset: Catalyst prediction with 721,799 reactions and 888 catalyst types from USPTO. Task: Predict which catalyst facilitates the given reaction. Reactant: Br[C:2]1[C:10]2[C:9]([NH:11][C@H:12]([C:14]3[N:19]([C:20]4[CH:25]=[CH:24][CH:23]=[CH:22][CH:21]=4)[C:18](=[O:26])[C:17]4=[C:27]([CH3:30])[CH:28]=[CH:29][N:16]4[N:15]=3)[CH3:13])=[N:8][CH:7]=[N:6][C:5]=2[N:4]([CH2:31][O:32][CH2:33][CH2:34][Si:35]([CH3:38])([CH3:37])[CH3:36])[CH:3]=1.[CH3:39][S:40]([N:43]1[C:47]2=[N:48][CH:49]=[CH:50][C:51](B3OC(C)(C)C(C)(C)O3)=[C:46]2[CH:45]=[CH:44]1)(=[O:42])=[O:41].C(=O)([O-])[O-].[Na+].[Na+]. Product: [CH3:30][C:27]1[CH:28]=[CH:29][N:16]2[C:17]=1[C:18](=[O:26])[N:19]([C:20]1[CH:25]=[CH:24][CH:23]=[CH:22][CH:21]=1)[C:14]([C@@H:12]([NH:11][C:9]1[C:10]3[C:2]([C:51]4[CH:50]=[CH:49][N:48]=[C:47]5[N:43]([S:40]([CH3:39])(=[O:41])=[O:42])[CH:44]=[CH:45][C:46]=45)=[CH:3][N:4]([CH2:31][O:32][CH2:33][CH2:34][Si:35]([CH3:37])([CH3:36])[CH3:38])[C:5]=3[N:6]=[CH:7][N:8]=1)[CH3:13])=[N:15]2. The catalyst class is: 73.